Dataset: Catalyst prediction with 721,799 reactions and 888 catalyst types from USPTO. Task: Predict which catalyst facilitates the given reaction. (1) Reactant: [CH:1]([O:4][C:5]([C@H:7]1[CH2:12][CH2:11][C@H:10]([C:13]2[CH:18]=[CH:17][C:16]([NH2:19])=[CH:15][CH:14]=2)[CH2:9][CH2:8]1)=[O:6])([CH3:3])[CH3:2].C(N(CC)CC)C.[Cl:27][C:28]1[CH:29]=[C:30]([CH:34]=[CH:35][C:36]=1[Cl:37])[C:31](Cl)=[O:32]. Product: [CH:1]([O:4][C:5]([C@H:7]1[CH2:8][CH2:9][C@H:10]([C:13]2[CH:14]=[CH:15][C:16]([NH:19][C:31](=[O:32])[C:30]3[CH:34]=[CH:35][C:36]([Cl:37])=[C:28]([Cl:27])[CH:29]=3)=[CH:17][CH:18]=2)[CH2:11][CH2:12]1)=[O:6])([CH3:3])[CH3:2]. The catalyst class is: 124. (2) Reactant: [CH3:1][C:2]1[O:3][C:4]2[C:9]([C:10](=[O:12])[CH:11]=1)=[CH:8][CH:7]=[CH:6][C:5]=2[CH:13]=O.[C:15]1([C:21](=[O:26])[CH2:22][C:23](=[O:25])[CH3:24])[CH:20]=[CH:19][CH:18]=[CH:17][CH:16]=1.C(O)(=O)C.N1CCCCC1. Product: [CH3:1][C:2]1[O:3][C:4]2[C:9]([C:10](=[O:12])[CH:11]=1)=[CH:8][CH:7]=[CH:6][C:5]=2[CH:13]=[C:22]([C:23](=[O:25])[CH3:24])[C:21]([C:15]1[CH:16]=[CH:17][CH:18]=[CH:19][CH:20]=1)=[O:26]. The catalyst class is: 4.